This data is from Forward reaction prediction with 1.9M reactions from USPTO patents (1976-2016). The task is: Predict the product of the given reaction. (1) Given the reactants Br[C:2]1[CH:7]=[CH:6][C:5]([C:8]2[O:12][N:11]=[C:10]([CH3:13])[N:9]=2)=[CH:4][CH:3]=1.P([O-])([O-])([O-])=O.[K+].[K+].[K+].[CH3:22][CH:23]([N:25]1[CH2:31][CH2:30][CH2:29][N:28]([C:32]([C@H:34]2[CH2:38][CH2:37][NH:36][CH2:35]2)=[O:33])[CH2:27][CH2:26]1)[CH3:24].C1(P(C2CCCCC2)C2C=CC=CC=2C2C=CC=CC=2N(C)C)CCCCC1, predict the reaction product. The product is: [CH3:24][CH:23]([N:25]1[CH2:31][CH2:30][CH2:29][N:28]([C:32]([C@H:34]2[CH2:38][CH2:37][N:36]([C:2]3[CH:7]=[CH:6][C:5]([C:8]4[O:12][N:11]=[C:10]([CH3:13])[N:9]=4)=[CH:4][CH:3]=3)[CH2:35]2)=[O:33])[CH2:27][CH2:26]1)[CH3:22]. (2) Given the reactants [C:1]12([CH2:11][O:12][C:13]3[C:18]([Br:19])=[CH:17][N:16]=[C:15]([NH:20][NH2:21])[CH:14]=3)[CH2:10][CH:5]3[CH2:6][CH:7](CC(C3)[CH2:2]1)[CH2:8]2.BrC1C(OCC2(C)CCCCC2)=C[C:26](NN)=[N:27]C=1, predict the reaction product. The product is: [Br:19][C:18]1[C:13]([O:12][CH2:11][C:1]2([CH3:2])[CH2:8][CH2:7][CH2:6][CH2:5][CH2:10]2)=[CH:14][C:15]2[N:16]([C:26]([NH2:27])=[N:21][N:20]=2)[CH:17]=1. (3) Given the reactants C([N:3]1[CH:7]=[CH:6][N:5]=[CH:4]1)([N:3]1[CH:7]=[CH:6][N:5]=[CH:4]1)=O.[CH3:13][C@@H:14]([C:31]([OH:33])=[O:32])[C:15]1[CH:16]=[CH:17][C:18]([N:21]2[C:29](=[O:30])[C:28]3[CH:27]=[CH:26][CH:25]=[CH:24][C:23]=3[CH2:22]2)=[CH:19][CH:20]=1, predict the reaction product. The product is: [CH3:13][CH:14]([C:31]([OH:33])=[O:32])[C:15]1[CH:16]=[CH:17][C:18]([N:21]2[C:29](=[O:30])[C:28]3[CH:27]=[CH:26][CH:25]=[CH:24][C:23]=3[CH2:22]2)=[CH:19][CH:20]=1.[N-:3]1[CH:7]=[CH:6][N:5]=[CH:4]1.